Dataset: Reaction yield outcomes from USPTO patents with 853,638 reactions. Task: Predict the reaction yield, written as a fraction of the theoretical maximum amount of product (1.0 means a 100% yield; for example, 0.34 means a 34% yield). (1) The catalyst is C(O)(C)C.O. The yield is 0.940. The product is [OH:8][C:9]1[CH:14]=[C:13]([OH:15])[C:12]([CH:23]([CH3:24])[CH3:25])=[CH:11][C:10]=1[C:26]([N:28]1[CH2:36][C:35]2[C:30](=[CH:31][CH:32]=[C:33]([CH2:37][N:38]3[CH2:43][CH2:42][N:41]([CH3:44])[CH2:40][CH2:39]3)[CH:34]=2)[CH2:29]1)=[O:27]. The reactants are C([O:8][C:9]1[CH:14]=[C:13]([O:15]CC2C=CC=CC=2)[C:12]([C:23]([CH3:25])=[CH2:24])=[CH:11][C:10]=1[C:26]([N:28]1[CH2:36][C:35]2[C:30](=[CH:31][CH:32]=[C:33]([CH2:37][N:38]3[CH2:43][CH2:42][N:41]([CH3:44])[CH2:40][CH2:39]3)[CH:34]=2)[CH2:29]1)=[O:27])C1C=CC=CC=1.N#N.C([O-])([O-])=O.[K+].[K+]. (2) The reactants are [C:1]([O:5][C:6](=[O:36])[CH2:7][CH:8]([O:29][Si:30]([CH2:34][CH3:35])([CH2:32][CH3:33])[CH3:31])[C:9]([CH3:28])([CH3:27])[C:10](=[O:26])[CH:11]([CH3:25])[CH:12]([OH:24])[CH:13]([CH3:23])[CH2:14][O:15][CH2:16][C:17]1[CH:22]=[CH:21][CH:20]=[CH:19][CH:18]=1)([CH3:4])([CH3:3])[CH3:2].N1C(C)=CC=CC=1C.[Si:45](OS(C(F)(F)F)(=O)=O)([C:48]([CH3:51])([CH3:50])[CH3:49])([CH3:47])[CH3:46]. The catalyst is C(Cl)Cl.C([O-])(O)=O.[Na+]. The product is [C:1]([O:5][C:6](=[O:36])[CH2:7][CH:8]([O:29][Si:30]([CH2:34][CH3:35])([CH2:32][CH3:33])[CH3:31])[C:9]([CH3:27])([CH3:28])[C:10](=[O:26])[CH:11]([CH3:25])[CH:12]([O:24][Si:45]([C:48]([CH3:51])([CH3:50])[CH3:49])([CH3:47])[CH3:46])[CH:13]([CH3:23])[CH2:14][O:15][CH2:16][C:17]1[CH:18]=[CH:19][CH:20]=[CH:21][CH:22]=1)([CH3:4])([CH3:2])[CH3:3]. The yield is 0.820. (3) The yield is 0.970. The reactants are [NH2:1][C:2]1[CH:3]=[C:4]([N:18]2[CH2:24][CH2:23][CH2:22][N:21]([C:25]([O:27][C:28]([CH3:31])([CH3:30])[CH3:29])=[O:26])[CH2:20][CH2:19]2)[CH:5]=[CH:6][C:7]=1[S:8]([C:11]1[CH:16]=[CH:15][CH:14]=[C:13]([F:17])[CH:12]=1)(=[O:10])=[O:9].[C:32](OC(=O)C)(=[O:34])[CH3:33]. The catalyst is C1(C)C=CC=CC=1. The product is [C:32]([NH:1][C:2]1[CH:3]=[C:4]([N:18]2[CH2:24][CH2:23][CH2:22][N:21]([C:25]([O:27][C:28]([CH3:31])([CH3:30])[CH3:29])=[O:26])[CH2:20][CH2:19]2)[CH:5]=[CH:6][C:7]=1[S:8]([C:11]1[CH:16]=[CH:15][CH:14]=[C:13]([F:17])[CH:12]=1)(=[O:9])=[O:10])(=[O:34])[CH3:33]. (4) The reactants are N[C@@H](C1C=CC(N[S:11]([CH3:14])(=[O:13])=[O:12])=C(C)C=1)C.[CH:16]1([C:19]2[CH:20]=[C:21]3[C:26](=[CH:27][CH:28]=2)[CH:25]=[C:24]([C:29]([OH:31])=O)[CH:23]=[CH:22]3)[CH2:18][CH2:17]1.Cl.C[N:34](C)[CH2:35][CH2:36][CH2:37][N:38]=C=NCC.O.ON1[C:50]2[CH:51]=[CH:52]C=[CH:54][C:49]=2N=N1.[CH:55](N(CC)C(C)C)(C)C.C([O-])(O)=O.[Na+]. The catalyst is CN(C=O)C.CN(C)C1C=CN=CC=1. The product is [CH3:14][S:11]([C:50]1[CH:51]=[CH:52][C:36]([C@H:37]([NH:38][C:29]([C:24]2[CH:23]=[CH:22][C:21]3[C:26](=[CH:27][CH:28]=[C:19]([CH:16]4[CH2:17][CH2:18]4)[CH:20]=3)[CH:25]=2)=[O:31])[CH3:55])=[C:35]([NH2:34])[C:49]=1[CH3:54])(=[O:13])=[O:12]. The yield is 0.100. (5) The reactants are Br[C:2]1[N:7]=[C:6]2[N:8]([CH2:13][C:14]3[CH:19]=[CH:18][CH:17]=[C:16]([O:20][CH3:21])[CH:15]=3)[C:9](=[O:12])[CH2:10][NH:11][C:5]2=[N:4][CH:3]=1.C[O:23][C:24]1[CH:25]=[C:26]([CH:29]=[CH:30][CH:31]=1)CN.C(N(C(C)C)CC)(C)C. The catalyst is CS(C)=O. The product is [OH:23][C:24]1[CH:25]=[CH:26][C:29]([C:2]2[N:7]=[C:6]3[N:8]([CH2:13][C:14]4[CH:19]=[CH:18][CH:17]=[C:16]([O:20][CH3:21])[CH:15]=4)[C:9](=[O:12])[CH2:10][NH:11][C:5]3=[N:4][CH:3]=2)=[CH:30][CH:31]=1. The yield is 0.200.